This data is from Peptide-MHC class I binding affinity with 185,985 pairs from IEDB/IMGT. The task is: Regression. Given a peptide amino acid sequence and an MHC pseudo amino acid sequence, predict their binding affinity value. This is MHC class I binding data. (1) The peptide sequence is KIQNVIIDECY. The MHC is Mamu-B08 with pseudo-sequence Mamu-B08. The binding affinity (normalized) is 0. (2) The peptide sequence is TQDLFLPFY. The MHC is HLA-A01:01 with pseudo-sequence HLA-A01:01. The binding affinity (normalized) is 0.334.